This data is from NCI-60 drug combinations with 297,098 pairs across 59 cell lines. The task is: Regression. Given two drug SMILES strings and cell line genomic features, predict the synergy score measuring deviation from expected non-interaction effect. Drug 1: CN(CC1=CN=C2C(=N1)C(=NC(=N2)N)N)C3=CC=C(C=C3)C(=O)NC(CCC(=O)O)C(=O)O. Drug 2: C1=NC2=C(N=C(N=C2N1C3C(C(C(O3)CO)O)O)F)N. Cell line: OVCAR-4. Synergy scores: CSS=32.6, Synergy_ZIP=0.880, Synergy_Bliss=0.677, Synergy_Loewe=-41.6, Synergy_HSA=-2.07.